Dataset: Reaction yield outcomes from USPTO patents with 853,638 reactions. Task: Predict the reaction yield, written as a fraction of the theoretical maximum amount of product (1.0 means a 100% yield; for example, 0.34 means a 34% yield). The reactants are [CH2:1]([N:8]1[CH2:13][CH2:12][C:11]([NH:17][C:18](=O)[C:19]2[CH:24]=[CH:23][C:22]([Br:25])=[CH:21][CH:20]=2)([C:14]([NH2:16])=[O:15])[CH2:10][CH2:9]1)[C:2]1[CH:7]=[CH:6][CH:5]=[CH:4][CH:3]=1.[OH-].[Na+]. The catalyst is O.CO. The yield is 0.820. The product is [CH2:1]([N:8]1[CH2:13][CH2:12][C:11]2([N:17]=[C:18]([C:19]3[CH:24]=[CH:23][C:22]([Br:25])=[CH:21][CH:20]=3)[NH:16][C:14]2=[O:15])[CH2:10][CH2:9]1)[C:2]1[CH:7]=[CH:6][CH:5]=[CH:4][CH:3]=1.